This data is from Full USPTO retrosynthesis dataset with 1.9M reactions from patents (1976-2016). The task is: Predict the reactants needed to synthesize the given product. (1) Given the product [CH2:11]([N:18]1[CH:4]=[C:5]([CH:8]([CH3:10])[CH3:9])[CH:6]=[CH:7][CH:2]1[NH2:3])[C:12]1[CH:17]=[CH:16][CH:15]=[CH:14][CH:13]=1, predict the reactants needed to synthesize it. The reactants are: Cl[C:2]1[CH:7]=[CH:6][C:5]([CH:8]([CH3:10])[CH3:9])=[CH:4][N:3]=1.[CH2:11]([NH2:18])[C:12]1[CH:17]=[CH:16][CH:15]=[CH:14][CH:13]=1.C1(C2C=CC=CC=2)C=CC=CC=1P(C1CCCCC1)C1CCCCC1.CC(C)([O-])C.[Na+]. (2) Given the product [N:28]1[CH:29]=[CH:30][C:25]([CH2:24][O:1][C:2]2[CH:11]=[C:10]3[C:5]([CH2:6][CH2:7][CH:8]([C:12]([O:14][CH3:15])=[O:13])[CH2:9]3)=[CH:4][CH:3]=2)=[CH:26][CH:27]=1, predict the reactants needed to synthesize it. The reactants are: [OH:1][C:2]1[CH:11]=[C:10]2[C:5]([CH2:6][CH2:7][CH:8]([C:12]([O:14][CH3:15])=[O:13])[CH2:9]2)=[CH:4][CH:3]=1.C(=O)([O-])[O-].[K+].[K+].Cl.Cl[CH2:24][C:25]1[CH:30]=[CH:29][N:28]=[CH:27][CH:26]=1.O. (3) Given the product [C:1]([C:3]1[C:4]([I:18])=[C:5]([C:14]([OH:16])=[O:15])[S:6][C:7]=1[N:8]1[CH2:13][CH2:12][O:11][CH2:10][CH2:9]1)#[N:2], predict the reactants needed to synthesize it. The reactants are: [C:1]([C:3]1[C:4]([I:18])=[C:5]([C:14]([O:16]C)=[O:15])[S:6][C:7]=1[N:8]1[CH2:13][CH2:12][O:11][CH2:10][CH2:9]1)#[N:2].[OH-].[Na+]. (4) Given the product [F:57][C:51]1[CH:52]=[CH:53][C:54]([F:56])=[CH:55][C:50]=1[CH:49]=[C:46]1[CH2:47][CH2:48][N:43]([C:41]([NH:40][CH:37]2[CH2:36][CH2:35][N:34]([C:3](=[O:4])[C:2]([F:7])([F:1])[CH3:6])[CH2:39][CH2:38]2)=[O:42])[CH2:44][CH2:45]1, predict the reactants needed to synthesize it. The reactants are: [F:1][C:2]([F:7])([CH3:6])[C:3](O)=[O:4].C1C=CC2N(O)N=NC=2C=1.CCN=C=NCCCN(C)C.ClC1C=C(C=CC=1OC)C[N:34]1[CH2:39][CH2:38][CH:37]([NH:40][C:41]([N:43]2[CH2:48][CH2:47][C:46](=[CH:49][C:50]3[CH:55]=[C:54]([F:56])[CH:53]=[CH:52][C:51]=3[F:57])[CH2:45][CH2:44]2)=[O:42])[CH2:36][CH2:35]1.CCN(CC)CC. (5) Given the product [Cl:14][C:15]1[N:20]=[CH:19][C:18]([C:21]([C:7]2[C:8]3[C:9](=[N:10][CH:11]=[CH:12][CH:13]=3)[NH:5][CH:6]=2)=[O:22])=[CH:17][CH:16]=1, predict the reactants needed to synthesize it. The reactants are: [Cl-].[Cl-].[Cl-].[Al+3].[NH:5]1[C:9]2=[N:10][CH:11]=[CH:12][CH:13]=[C:8]2[CH:7]=[CH:6]1.[Cl:14][C:15]1[N:20]=[CH:19][C:18]([C:21](Cl)=[O:22])=[CH:17][CH:16]=1.CO. (6) Given the product [Br:1][C:2]1[CH:7]=[CH:6][C:5]([NH:8][S:9]([C:12]2[S:16][C:15]3[CH:17]=[CH:18][C:19]([F:21])=[CH:20][C:14]=3[C:13]=2[CH3:22])(=[O:11])=[O:10])=[C:4]([CH2:23][S:24]([CH3:25])=[O:34])[CH:3]=1, predict the reactants needed to synthesize it. The reactants are: [Br:1][C:2]1[CH:7]=[CH:6][C:5]([NH:8][S:9]([C:12]2[S:16][C:15]3[CH:17]=[CH:18][C:19]([F:21])=[CH:20][C:14]=3[C:13]=2[CH3:22])(=[O:11])=[O:10])=[C:4]([CH2:23][S:24][CH3:25])[CH:3]=1.ClC1C=CC=C(C(OO)=[O:34])C=1.